Dataset: Full USPTO retrosynthesis dataset with 1.9M reactions from patents (1976-2016). Task: Predict the reactants needed to synthesize the given product. (1) The reactants are: [CH3:1][N:2]([CH2:21]C1C=CN=CC=1)[C:3]([C:5]1[N:6]([CH3:20])[C:7]([C:10]2[S:18][C:17]3[C:12](=[N:13][CH:14]=[CH:15][C:16]=3Cl)[CH:11]=2)=[CH:8][N:9]=1)=[O:4].[CH3:28][C:29]1[NH:30][C:31]2[C:36]([CH:37]=1)=[CH:35][C:34]([NH2:38])=[CH:33][CH:32]=2. Given the product [CH3:1][N:2]([CH2:21][C:17]1[CH:12]=[N:13][CH:14]=[CH:15][CH:16]=1)[C:3]([C:5]1[N:6]([CH3:20])[C:7]([C:10]2[S:18][C:17]3[C:12](=[N:13][CH:14]=[CH:15][C:16]=3[NH:38][C:34]3[CH:35]=[C:36]4[C:31](=[CH:32][CH:33]=3)[NH:30][C:29]([CH3:28])=[CH:37]4)[CH:11]=2)=[CH:8][N:9]=1)=[O:4], predict the reactants needed to synthesize it. (2) Given the product [N:26]1[CH:27]=[CH:28][C:23]([C:20]2[N:16]3[CH2:17][CH2:18][CH2:19][N:14]([CH2:13][C:10]4[N:11]=[N:12][N:8]([C:4]5[CH:3]=[C:2]([CH:7]=[CH:6][CH:5]=5)[C:29]#[N:30])[N:9]=4)[C:15]3=[N:22][N:21]=2)=[CH:24][CH:25]=1, predict the reactants needed to synthesize it. The reactants are: I[C:2]1[CH:3]=[C:4]([N:8]2[N:12]=[N:11][C:10]([CH2:13][N:14]3[CH2:19][CH2:18][CH2:17][N:16]4[C:20]([C:23]5[CH:28]=[CH:27][N:26]=[CH:25][CH:24]=5)=[N:21][N:22]=[C:15]34)=[N:9]2)[CH:5]=[CH:6][CH:7]=1.[CH3:29][N:30](C=O)C. (3) Given the product [NH2:44][C@H:45]([CH:46]([CH3:48])[CH3:47])[C:49]([N:31]([CH2:30][C:27]1[CH:26]=[N:25][C:24]([C:22]2[S:23][C:16]3[C:17](=[N:18][CH:19]=[CH:20][C:15]=3[O:14][C:11]3[CH:12]=[CH:13][C:8]([NH:7][C:5]([NH:4][CH:1]4[CH2:3][CH2:2]4)=[O:6])=[CH:9][C:10]=3[F:36])[CH:21]=2)=[CH:29][CH:28]=1)[CH2:32][CH2:33][O:34][CH3:35])=[O:50], predict the reactants needed to synthesize it. The reactants are: [CH:1]1([NH:4][C:5]([NH:7][C:8]2[CH:13]=[CH:12][C:11]([O:14][C:15]3[CH:20]=[CH:19][N:18]=[C:17]4[CH:21]=[C:22]([C:24]5[CH:29]=[CH:28][C:27]([CH2:30][NH:31][CH2:32][CH2:33][O:34][CH3:35])=[CH:26][N:25]=5)[S:23][C:16]=34)=[C:10]([F:36])[CH:9]=2)=[O:6])[CH2:3][CH2:2]1.C([NH:44][C@H:45]([C:49](O)=[O:50])[CH:46]([CH3:48])[CH3:47])(OC(C)(C)C)=O.CCN(C(C)C)C(C)C. (4) Given the product [Cl:1][C:2]1[CH:7]=[CH:6][C:5]([C:8]2[S:9][CH:10]=[C:11]([CH2:13][S:14][C:15]3[C:24]([C:25]#[N:26])=[C:23]([C:27]4[CH:28]=[CH:29][C:30]([O:33][CH2:34][C@@H:35]([OH:38])[CH2:36][OH:37])=[CH:31][CH:32]=4)[C:22]4[C:21](=[O:39])[CH2:20][CH2:19][CH2:18][C:17]=4[N:16]=3)[N:12]=2)=[CH:4][CH:3]=1, predict the reactants needed to synthesize it. The reactants are: [Cl:1][C:2]1[CH:7]=[CH:6][C:5]([C:8]2[S:9][CH:10]=[C:11]([CH2:13][S:14][C:15]3[NH:16][C:17]4[CH2:18][CH2:19][CH2:20][C:21](=[O:39])[C:22]=4[CH:23]([C:27]4[CH:32]=[CH:31][C:30]([O:33][CH2:34][C@@H:35]([OH:38])[CH2:36][OH:37])=[CH:29][CH:28]=4)[C:24]=3[C:25]#[N:26])[N:12]=2)=[CH:4][CH:3]=1.ClC1C(=O)C(C#N)=C(C#N)C(=O)C=1Cl. (5) Given the product [S:1]1[CH2:5][CH2:4][C@H:3]([CH2:6][CH2:7][CH2:8][CH2:9][C:10]([NH:12][C:13]2[CH:14]=[CH:15][C:16]([OH:23])=[C:17]([CH:22]=2)[C:18]([OH:20])=[O:19])=[O:11])[S:2]1, predict the reactants needed to synthesize it. The reactants are: [S:1]1[CH2:5][CH2:4][C@H:3]([CH2:6][CH2:7][CH2:8][CH2:9][C:10]([NH:12][C:13]2[CH:14]=[CH:15][C:16]([OH:23])=[C:17]([CH:22]=2)[C:18]([O:20]C)=[O:19])=[O:11])[S:2]1.[OH-].[Na+]. (6) Given the product [Cl:1][CH2:2][S:3]([C:6]1[CH:11]=[CH:10][C:9]([O:20][C:17]2[CH:18]=[CH:19][C:14]([CH3:13])=[CH:15][CH:16]=2)=[CH:8][CH:7]=1)(=[O:5])=[O:4], predict the reactants needed to synthesize it. The reactants are: [Cl:1][CH2:2][S:3]([C:6]1[CH:11]=[CH:10][C:9](F)=[CH:8][CH:7]=1)(=[O:5])=[O:4].[CH3:13][C:14]1[CH:19]=[CH:18][C:17]([OH:20])=[CH:16][CH:15]=1.C([O-])([O-])=O.[K+].[K+]. (7) Given the product [Cl:12][C:4]1[CH:5]=[C:6]([C:8]([F:11])([F:10])[F:9])[CH:7]=[C:2]([Cl:1])[C:3]=1[N:13]1[C:17]([N:18]([CH2:19][CH2:20][CH2:21][S:22][CH2:23][CH3:24])[CH3:37])=[C:16]([S:25]([C:28]([F:31])([F:30])[F:29])(=[O:26])=[O:27])[C:15]([C:32]#[N:33])=[N:14]1, predict the reactants needed to synthesize it. The reactants are: [Cl:1][C:2]1[CH:7]=[C:6]([C:8]([F:11])([F:10])[F:9])[CH:5]=[C:4]([Cl:12])[C:3]=1[N:13]1[C:17]([NH:18][CH2:19][CH2:20][CH2:21][S:22][CH2:23][CH3:24])=[C:16]([S:25]([C:28]([F:31])([F:30])[F:29])(=[O:27])=[O:26])[C:15]([C:32]#[N:33])=[N:14]1.[H-].[Na+].I[CH3:37].[Cl-].[NH4+].